From a dataset of Peptide-MHC class I binding affinity with 185,985 pairs from IEDB/IMGT. Regression. Given a peptide amino acid sequence and an MHC pseudo amino acid sequence, predict their binding affinity value. This is MHC class I binding data. (1) The peptide sequence is DSPIGPIML. The MHC is HLA-B15:01 with pseudo-sequence HLA-B15:01. The binding affinity (normalized) is 0.0847. (2) The peptide sequence is APDGFYPFK. The MHC is HLA-B15:17 with pseudo-sequence HLA-B15:17. The binding affinity (normalized) is 0.0847. (3) The peptide sequence is ALRANSAVK. The MHC is HLA-A30:01 with pseudo-sequence HLA-A30:01. The binding affinity (normalized) is 0.857. (4) The peptide sequence is GLLPSLLLLL. The MHC is HLA-A02:03 with pseudo-sequence HLA-A02:03. The binding affinity (normalized) is 0.944. (5) The peptide sequence is LPANLTLMM. The MHC is HLA-B51:01 with pseudo-sequence HLA-B51:01. The binding affinity (normalized) is 0.326. (6) The MHC is HLA-A02:03 with pseudo-sequence HLA-A02:03. The binding affinity (normalized) is 0.516. The peptide sequence is KAKQLCYCPA. (7) The peptide sequence is KVSCSMLEF. The MHC is HLA-B15:01 with pseudo-sequence HLA-B15:01. The binding affinity (normalized) is 1.00. (8) The peptide sequence is SSLPFQNI. The MHC is H-2-Kb with pseudo-sequence H-2-Kb. The binding affinity (normalized) is 0.786. (9) The peptide sequence is RSSPRETMK. The MHC is HLA-B18:01 with pseudo-sequence HLA-B18:01. The binding affinity (normalized) is 0.0847.